The task is: Predict which catalyst facilitates the given reaction.. This data is from Catalyst prediction with 721,799 reactions and 888 catalyst types from USPTO. (1) Reactant: [NH2:1][C:2]1[C:7]([C:8]#[N:9])=[C:6]([CH:10]2[CH2:15][CH2:14][CH:13]([O:16][Si:17]([C:20]([CH3:23])([CH3:22])[CH3:21])([CH3:19])[CH3:18])[CH2:12][CH2:11]2)[C:5]([C:24]#[N:25])=[C:4]([SH:26])[N:3]=1.Cl.[Cl-].C(=O)(O)[O-].[Na+]. Product: [NH2:1][C:2]1[C:7]([C:8]#[N:9])=[C:6]([C@H:10]2[CH2:11][CH2:12][C@@H:13]([O:16][Si:17]([C:20]([CH3:22])([CH3:23])[CH3:21])([CH3:18])[CH3:19])[CH2:14][CH2:15]2)[C:5]([C:24]#[N:25])=[C:4]([S:26][CH2:8][C:7]2[CH:2]=[N:3][CH:4]=[CH:5][CH:6]=2)[N:3]=1. The catalyst class is: 3. (2) Reactant: C(O[C:6]1[CH:11]=[CH:10][CH:9]=[CH:8][C:7]=1[S:12]([C:14]1([C:20]([OH:22])=[O:21])[CH2:19][CH2:18][NH:17][CH2:16][CH2:15]1)=[O:13])C#CC.[Br:23][C:24]1[CH:31]=[CH:30][C:27]([CH2:28]Br)=[CH:26][CH:25]=1.C(N([CH2:37][CH3:38])CC)C.Cl.[CH3:40][CH2:41][O:42]CC. Product: [Br:23][C:24]1[CH:31]=[CH:30][C:27]([CH2:28][N:17]2[CH2:16][CH2:15][C:14]([S:12]([C:7]3[CH:6]=[CH:11][C:10]([O:42][CH2:41][C:40]#[C:37][CH3:38])=[CH:9][CH:8]=3)=[O:13])([C:20]([OH:22])=[O:21])[CH2:19][CH2:18]2)=[CH:26][CH:25]=1. The catalyst class is: 138. (3) Reactant: [Cl:1][C:2]1[CH:7]=[CH:6][C:5]([CH2:8][C:9]([N:11]2[CH2:15][CH2:14][C@H:13]([NH:16][C:17]3[N:26]=[C:25]([N:27]4[CH2:32][CH2:31][N:30](C(OC(C)(C)C)=O)[CH2:29][CH2:28]4)[C:24]4[C:19](=[CH:20][CH:21]=[CH:22][CH:23]=4)[N:18]=3)[CH2:12]2)=[O:10])=[CH:4][CH:3]=1.[ClH:40]. Product: [ClH:1].[ClH:40].[Cl:1][C:2]1[CH:3]=[CH:4][C:5]([CH2:8][C:9]([N:11]2[CH2:15][CH2:14][C@H:13]([NH:16][C:17]3[N:26]=[C:25]([N:27]4[CH2:32][CH2:31][NH:30][CH2:29][CH2:28]4)[C:24]4[C:19](=[CH:20][CH:21]=[CH:22][CH:23]=4)[N:18]=3)[CH2:12]2)=[O:10])=[CH:6][CH:7]=1. The catalyst class is: 125. (4) Reactant: C([O:5][C:6]([C:8]1[CH:9]=[CH:10][C:11]([CH3:39])=[C:12]([N:14]([CH2:25][C:26]([N:28]([N:30]2[CH2:38][C:37]3[C:32](=[CH:33][CH:34]=[CH:35][CH:36]=3)[CH2:31]2)[CH3:29])=[O:27])[CH2:15][C:16]([NH:18][CH2:19][CH2:20][NH:21][CH:22]([CH3:24])[CH3:23])=[O:17])[CH:13]=1)=[O:7])(C)(C)C.FC(F)(F)C(O)=O. Product: [C:6]([C:8]1[CH:9]=[CH:10][C:11]([CH3:39])=[C:12]([N:14]([CH2:25][C:26]([N:28]([N:30]2[CH2:31][C:32]3[C:37](=[CH:36][CH:35]=[CH:34][CH:33]=3)[CH2:38]2)[CH3:29])=[O:27])[CH2:15][C:16]([NH:18][CH2:19][CH2:20][NH:21][CH:22]([CH3:23])[CH3:24])=[O:17])[CH:13]=1)([OH:7])=[O:5]. The catalyst class is: 4. (5) Reactant: [CH3:1][O:2][C:3](=[O:15])[C:4]1[C:5](=[C:10](I)[CH:11]=[CH:12][CH:13]=1)[C:6]([O:8][CH3:9])=[O:7].[CH2:16]([O:18][C:19]1[CH:20]=[C:21]([CH:23]=[CH:24][C:25]=1[O:26][CH3:27])[NH2:22])[CH3:17].C1C=CC(P(C2C(C3C(P(C4C=CC=CC=4)C4C=CC=CC=4)=CC=C4C=3C=CC=C4)=C3C(C=CC=C3)=CC=2)C2C=CC=CC=2)=CC=1.C(=O)([O-])[O-].[Cs+].[Cs+]. Product: [CH3:1][O:2][C:3](=[O:15])[C:4]1[C:5](=[C:10]([NH:22][C:21]2[CH:23]=[CH:24][C:25]([O:26][CH3:27])=[C:19]([O:18][CH2:16][CH3:17])[CH:20]=2)[CH:11]=[CH:12][CH:13]=1)[C:6]([O:8][CH3:9])=[O:7]. The catalyst class is: 835. (6) Reactant: [CH3:1][CH2:2][O:3][C:4]([CH:6]1[C:11](=[O:12])[CH2:10][CH2:9][CH2:8][CH2:7]1)=[O:5].CCN(C(C)C)C(C)C.[S:22](O[S:22]([C:25]([F:28])([F:27])[F:26])(=[O:24])=[O:23])([C:25]([F:28])([F:27])[F:26])(=[O:24])=[O:23]. Product: [F:26][C:25]([F:28])([F:27])[S:22]([O:12][C:11]1[CH2:10][CH2:9][CH2:8][CH2:7][C:6]=1[C:4]([O:3][CH2:2][CH3:1])=[O:5])(=[O:24])=[O:23]. The catalyst class is: 2. (7) Reactant: [OH:1][C:2]1[CH:3]=[C:4]([C:12]([OH:14])=[O:13])[CH:5]=[C:6]([NH:8][C:9]([NH2:11])=[S:10])[CH:7]=1.IC.N[C:18](=N)S.NCC(O)CN. Product: [OH:1][C:2]1[CH:3]=[C:4]([C:12]([OH:14])=[O:13])[CH:5]=[C:6]([NH:8][C:9](=[NH:11])[S:10][CH3:18])[CH:7]=1. The catalyst class is: 8. (8) Reactant: Br[C:2]1[C:7]([F:8])=[CH:6][C:5]([S:9]([NH:12][CH3:13])(=[O:11])=[O:10])=[C:4]([F:14])[CH:3]=1.[C:15]([C:17]1[N:21]([CH3:22])[C:20](B(O)O)=[CH:19][CH:18]=1)#[N:16].[F-].[K+].C(P(C(C)(C)C)C(C)(C)C)(C)(C)C. Product: [C:15]([C:17]1[N:21]([CH3:22])[C:20]([C:2]2[C:7]([F:8])=[CH:6][C:5]([S:9]([NH:12][CH3:13])(=[O:11])=[O:10])=[C:4]([F:14])[CH:3]=2)=[CH:19][CH:18]=1)#[N:16]. The catalyst class is: 110. (9) Reactant: [CH2:1]([N:4]1[C:12](=[O:13])[C:11]2[N:10]([CH2:14][O:15][CH2:16][CH2:17][Si:18]([CH3:21])([CH3:20])[CH3:19])[C:9]([C:22]3[CH:23]=[N:24][NH:25][CH:26]=3)=[N:8][C:7]=2[N:6]=[C:5]1[N:27]1[CH2:31][CH2:30][CH2:29][CH2:28]1)[CH2:2][CH3:3].C(=O)([O-])[O-].[K+].[K+].Br[CH2:39][C:40]#[C:41][C:42]1[CH:47]=[CH:46][C:45]([F:48])=[CH:44][CH:43]=1. Product: [F:48][C:45]1[CH:46]=[CH:47][C:42]([C:41]#[C:40][CH2:39][N:24]2[CH:23]=[C:22]([C:9]3[N:10]([CH2:14][O:15][CH2:16][CH2:17][Si:18]([CH3:21])([CH3:20])[CH3:19])[C:11]4[C:12](=[O:13])[N:4]([CH2:1][CH2:2][CH3:3])[C:5]([N:27]5[CH2:28][CH2:29][CH2:30][CH2:31]5)=[N:6][C:7]=4[N:8]=3)[CH:26]=[N:25]2)=[CH:43][CH:44]=1. The catalyst class is: 21. (10) Reactant: Cl[CH2:2][CH2:3][CH2:4][CH2:5][N:6]1[C:10]2[C:11](=[O:18])[CH2:12][N:13]([CH3:17])[S:14](=[O:16])(=[O:15])[C:9]=2[CH:8]=[CH:7]1.[F:19][C:20]1[CH:25]=[CH:24][C:23]([N:26]2[CH2:31][CH2:30][NH:29][CH2:28][CH2:27]2)=[CH:22][CH:21]=1.C(=O)([O-])[O-].[K+].[K+].[I-].[Na+]. Product: [F:19][C:20]1[CH:21]=[CH:22][C:23]([N:26]2[CH2:31][CH2:30][N:29]([CH2:2][CH2:3][CH2:4][CH2:5][N:6]3[C:10]4[C:11](=[O:18])[CH2:12][N:13]([CH3:17])[S:14](=[O:16])(=[O:15])[C:9]=4[CH:8]=[CH:7]3)[CH2:28][CH2:27]2)=[CH:24][CH:25]=1. The catalyst class is: 10.